From a dataset of Reaction yield outcomes from USPTO patents with 853,638 reactions. Predict the reaction yield, written as a fraction of the theoretical maximum amount of product (1.0 means a 100% yield; for example, 0.34 means a 34% yield). The reactants are [NH:1]([C:3]1[N:4]=[C:5]2[CH:11]=[C:10]([C:12]3[CH:13]=[N:14][N:15]([CH3:17])[CH:16]=3)[N:9]([CH2:18][O:19][CH2:20][CH2:21][Si:22]([CH3:25])([CH3:24])[CH3:23])[C:6]2=[N:7][CH:8]=1)[NH2:2].[CH:26](=O)[CH3:27]. The catalyst is C(Cl)Cl.CN(C=O)C.[Cu](Cl)Cl. The product is [CH3:26][C:27]1[N:4]2[C:5]3[CH:11]=[C:10]([C:12]4[CH:13]=[N:14][N:15]([CH3:17])[CH:16]=4)[N:9]([CH2:18][O:19][CH2:20][CH2:21][Si:22]([CH3:25])([CH3:24])[CH3:23])[C:6]=3[N:7]=[CH:8][C:3]2=[N:1][N:2]=1. The yield is 0.370.